Dataset: Full USPTO retrosynthesis dataset with 1.9M reactions from patents (1976-2016). Task: Predict the reactants needed to synthesize the given product. (1) Given the product [Br:1][C:2]1[C:3]([C:10]([NH:24][C:22]2[CH:21]=[CH:20][C:18]3[O:19][C:14]([F:27])([F:13])[C:15]([F:25])([F:26])[O:16][C:17]=3[CH:23]=2)=[O:12])=[N:4][C:5]([S:8][CH3:9])=[N:6][CH:7]=1, predict the reactants needed to synthesize it. The reactants are: [Br:1][C:2]1[C:3]([C:10]([OH:12])=O)=[N:4][C:5]([S:8][CH3:9])=[N:6][CH:7]=1.[F:13][C:14]1([F:27])[O:19][C:18]2[CH:20]=[CH:21][C:22]([NH2:24])=[CH:23][C:17]=2[O:16][C:15]1([F:26])[F:25].CCN=C=NCCCN(C)C.ON1C2C=CC=CC=2N=N1.C(N(C(C)C)CC)(C)C. (2) Given the product [Br:14][C:11]1[CH:12]=[CH:13][C:8]([C:5]2[CH:6]=[CH:7][C:2]([N:15]3[CH:19]=[CH:18][CH:17]=[N:16]3)=[CH:3][CH:4]=2)=[CH:9][CH:10]=1, predict the reactants needed to synthesize it. The reactants are: Br[C:2]1[CH:7]=[CH:6][C:5]([C:8]2[CH:13]=[CH:12][C:11]([Br:14])=[CH:10][CH:9]=2)=[CH:4][CH:3]=1.[NH:15]1[CH:19]=[CH:18][CH:17]=[N:16]1.C(=O)([O-])[O-].[Cs+].[Cs+]. (3) Given the product [Cl:22][C:20]1[CH:21]=[C:16]2[C:17]([C:12]([S:49][CH2:48][CH2:47][N:46]([CH2:50][CH3:51])[CH2:44][CH3:45])=[CH:13][CH:14]=[N:15]2)=[CH:18][CH:19]=1, predict the reactants needed to synthesize it. The reactants are: CCN(CCCC(N[C:12]1[CH:13]=[CH:14][N:15]=[C:16]2[CH:21]=[C:20]([Cl:22])[CH:19]=[CH:18][C:17]=12)C)CC.N1C2C(=CC=CC=2)C=CC=1.CC(C)([O-])C.[K+].C(O)(C)(C)C.[CH2:44]([N:46]([CH2:50][CH3:51])[CH2:47][CH2:48][SH:49])[CH3:45].ClC1C2C(=CC(Cl)=CC=2)N=CC=1. (4) The reactants are: [CH3:1][O:2][C:3]1[C:12]([NH:13][C:14](=[O:18])OCC)=[N:11][C:10]2[C:5](=[CH:6][C:7]([CH3:20])=[C:8]([CH3:19])[CH:9]=2)[N:4]=1.[CH3:21][C:22]1[CH:23]=[C:24]([N:29]2[CH2:34][CH2:33][NH:32][CH2:31][CH2:30]2)[CH:25]=[C:26]([CH3:28])[CH:27]=1. Given the product [CH3:1][O:2][C:3]1[C:12]([NH:13][C:14]([N:32]2[CH2:33][CH2:34][N:29]([C:24]3[CH:25]=[C:26]([CH3:28])[CH:27]=[C:22]([CH3:21])[CH:23]=3)[CH2:30][CH2:31]2)=[O:18])=[N:11][C:10]2[C:5](=[CH:6][C:7]([CH3:20])=[C:8]([CH3:19])[CH:9]=2)[N:4]=1, predict the reactants needed to synthesize it.